Dataset: Catalyst prediction with 721,799 reactions and 888 catalyst types from USPTO. Task: Predict which catalyst facilitates the given reaction. (1) Reactant: [CH:1]1([CH2:4][O:5][CH:6]2[CH2:15][CH2:14][C:9]3(OCC[O:10]3)[CH2:8][CH2:7]2)[CH2:3][CH2:2]1.Cl. Product: [CH:1]1([CH2:4][O:5][CH:6]2[CH2:15][CH2:14][C:9](=[O:10])[CH2:8][CH2:7]2)[CH2:3][CH2:2]1. The catalyst class is: 7. (2) Product: [C:1]([O:4][C@H:5]1[CH2:22][CH2:21][C@@:20]2([CH3:23])[C@@H:7]([CH2:8][CH2:9][C@:10]3([CH3:42])[C@@H:19]2[CH2:18][CH2:17][C@H:16]2[C@@:11]3([CH3:41])[CH2:12][CH2:13][C@@:14]3([C:31]([OH:33])=[O:32])[CH2:26][CH2:25][C@@H:24]([C:27]4([CH3:30])[CH2:28][CH2:29]4)[C@@H:15]32)[C:6]1([CH3:44])[CH3:43])(=[O:3])[CH3:2]. The catalyst class is: 78. Reactant: [C:1]([O:4][C@H:5]1[CH2:22][CH2:21][C@@:20]2([CH3:23])[C@@H:7]([CH2:8][CH2:9][C@:10]3([CH3:42])[C@@H:19]2[CH2:18][CH2:17][C@H:16]2[C@@:11]3([CH3:41])[CH2:12][CH2:13][C@@:14]3([C:31]([O:33]CC4C=CC=CC=4)=[O:32])[CH2:26][CH2:25][C@@H:24]([C:27]4([CH3:30])[CH2:29][CH2:28]4)[C@@H:15]32)[C:6]1([CH3:44])[CH3:43])(=[O:3])[CH3:2].C(O)C. (3) Reactant: [NH2:1][C:2]1[CH:9]=[CH:8][C:7](Br)=[CH:6][C:3]=1[C:4]#[N:5].B([C:14]1[CH:15]=[C:16]([CH:20]=[CH:21][CH:22]=1)[C:17]([OH:19])=[O:18])(O)O.C([O-])([O-])=O.[Na+].[Na+].CC#N. Product: [NH2:1][C:2]1[CH:9]=[CH:8][C:7]([C:14]2[CH:22]=[CH:21][CH:20]=[C:16]([C:17]([OH:19])=[O:18])[CH:15]=2)=[CH:6][C:3]=1[C:4]#[N:5]. The catalyst class is: 103. (4) Reactant: C([O:8][C:9]1[CH:14]=[CH:13][C:12]([CH2:15][CH2:16][CH2:17][CH2:18][N:19]2[CH:23]=[CH:22][N:21]=[N:20]2)=[CH:11][CH:10]=1)C1C=CC=CC=1.[H][H]. Product: [N:19]1([CH2:18][CH2:17][CH2:16][CH2:15][C:12]2[CH:11]=[CH:10][C:9]([OH:8])=[CH:14][CH:13]=2)[CH:23]=[CH:22][N:21]=[N:20]1. The catalyst class is: 129. (5) Reactant: [CH3:1][CH:2]([CH3:12])[CH2:3][CH:4]=[CH:5][N:6]1[CH2:11][CH2:10][CH2:9][CH2:8][CH2:7]1.[C:13]([O:17][CH2:18][CH3:19])(=[O:16])[CH:14]=[CH2:15].C1(C=CC(O)=CC=1)O. Product: [CH2:3]([CH:4]1[CH2:15][CH:14]([C:13]([O:17][CH2:18][CH3:19])=[O:16])[CH:5]1[N:6]1[CH2:11][CH2:10][CH2:9][CH2:8][CH2:7]1)[CH:2]([CH3:12])[CH3:1]. The catalyst class is: 10. (6) Reactant: [C:1]([C:5]1[CH:9]=[C:8]([NH:10][C:11]2[C:12]([C:17]([OH:19])=[O:18])=[N:13][CH:14]=[CH:15][CH:16]=2)[N:7]([C:20]2[C:25]([CH3:26])=[CH:24][CH:23]=[CH:22][C:21]=2[CH3:27])[N:6]=1)([CH3:4])([CH3:3])[CH3:2].C(O)(=O)C.ClCCl.[I:35]N1C(=O)CCC1=O.[OH-].[K+]. Product: [C:1]([C:5]1[C:9]([I:35])=[C:8]([NH:10][C:11]2[C:12]([C:17]([OH:19])=[O:18])=[N:13][CH:14]=[CH:15][CH:16]=2)[N:7]([C:20]2[C:25]([CH3:26])=[CH:24][CH:23]=[CH:22][C:21]=2[CH3:27])[N:6]=1)([CH3:4])([CH3:3])[CH3:2]. The catalyst class is: 6.